Predict the product of the given reaction. From a dataset of Forward reaction prediction with 1.9M reactions from USPTO patents (1976-2016). (1) Given the reactants Br[C:2]1[CH:14]=[CH:13][C:12]2C3C(=CC(Br)=CC=3)[C:5](=[O:16])[C:4]=2[CH:3]=1.[C:17](OCC)(=O)[C:18]1[C:19](=[CH:21][CH:22]=[CH:23][CH:24]=1)O.S[CH2:30][C:31](O)=[O:32].CS(O)(=O)=O.COCCOCCOCCO[C:50]1[CH:55]=[C:54](S([O-])(=O)=O)[CH:53]=[CH:52][C:51]=1C.C(=O)([O-])[O-].[K+].[K+].[CH2:67]1[O:84][CH2:83][CH2:82][O:81]CCOCCOC[CH2:73][O:72][CH2:71][CH2:70][O:69][CH2:68]1, predict the reaction product. The product is: [CH2:31]([O:32][C:5]([C:4]1[CH:3]=[C:2]([C:24]2[C:18]3[CH2:17][C:51]4[C:50](=[CH:55][CH:54]=[CH:53][CH:52]=4)[C:19]=3[CH:21]=[CH:22][CH:23]=2)[CH:14]=[CH:13][C:12]=1[O:81][CH2:82][CH2:83][O:84][CH2:67][CH2:68][O:69][CH2:70][CH2:71][O:72][CH3:73])=[O:16])[CH3:30]. (2) Given the reactants C(N(CC)CC)C.[Br:8][C:9]1[CH:29]=[C:28]([CH3:30])[C:12]([C:13]([NH:15][CH2:16][C:17]2[CH:22]=[CH:21][C:20]([O:23][C:24]([F:27])([F:26])[F:25])=[CH:19][CH:18]=2)=[O:14])=[C:11]([CH2:31]O)[CH:10]=1.CS(Cl)(=O)=O.CCC([O-])(C)C.[Na+], predict the reaction product. The product is: [Br:8][C:9]1[CH:10]=[C:11]2[C:12](=[C:28]([CH3:30])[CH:29]=1)[C:13](=[O:14])[N:15]([CH2:16][C:17]1[CH:22]=[CH:21][C:20]([O:23][C:24]([F:25])([F:26])[F:27])=[CH:19][CH:18]=1)[CH2:31]2. (3) Given the reactants [NH2:1][C:2]1[N:3]=[C:4]2[CH:9]=[CH:8][C:7]([O:10][C:11]3[CH:12]=[C:13]([NH:17][C:18](=[O:29])[C:19]4[CH:24]=[CH:23][CH:22]=[C:21]([C:25]([F:28])([F:27])[F:26])[CH:20]=4)[CH:14]=[CH:15][CH:16]=3)=[N:6][N:5]2[CH:30]=1.[C:31](Cl)(=[O:33])[CH3:32], predict the reaction product. The product is: [C:31]([NH:1][C:2]1[N:3]=[C:4]2[CH:9]=[CH:8][C:7]([O:10][C:11]3[CH:12]=[C:13]([NH:17][C:18](=[O:29])[C:19]4[CH:24]=[CH:23][CH:22]=[C:21]([C:25]([F:28])([F:27])[F:26])[CH:20]=4)[CH:14]=[CH:15][CH:16]=3)=[N:6][N:5]2[CH:30]=1)(=[O:33])[CH3:32].